This data is from Catalyst prediction with 721,799 reactions and 888 catalyst types from USPTO. The task is: Predict which catalyst facilitates the given reaction. (1) Reactant: [CH3:1][O:2][C:3]1[CH:4]=[C:5]([CH:9]=[CH:10][C:11]=1[B:12]1[O:16][C:15]([CH3:18])([CH3:17])[C:14]([CH3:20])([CH3:19])[O:13]1)[C:6](O)=[O:7].C(Cl)(=O)C([Cl:24])=O. The catalyst class is: 59. Product: [CH3:1][O:2][C:3]1[CH:4]=[C:5]([CH:9]=[CH:10][C:11]=1[B:12]1[O:16][C:15]([CH3:18])([CH3:17])[C:14]([CH3:20])([CH3:19])[O:13]1)[C:6]([Cl:24])=[O:7]. (2) Reactant: CC1(C)[O:6][CH:5]([CH2:7][O:8][NH:9][C:10]([C:12]2[C:20]([NH:21][C:22]3[CH:27]=[CH:26][C:25]([Br:28])=[CH:24][C:23]=3[Cl:29])=[C:19]([F:30])[C:15]3[N:16]=[CH:17][S:18][C:14]=3[CH:13]=2)=[O:11])[CH2:4][O:3]1.FC(F)(F)C(O)=O.C(=O)(O)[O-].[Na+]. Product: [OH:6][CH:5]([CH2:4][OH:3])[CH2:7][O:8][NH:9][C:10]([C:12]1[C:20]([NH:21][C:22]2[CH:27]=[CH:26][C:25]([Br:28])=[CH:24][C:23]=2[Cl:29])=[C:19]([F:30])[C:15]2[N:16]=[CH:17][S:18][C:14]=2[CH:13]=1)=[O:11]. The catalyst class is: 2. (3) Reactant: I[CH2:2][CH3:3].[CH:4]1([C:7]2[CH:8]=[C:9]([CH:14]=[C:15]([OH:18])[C:16]=2[I:17])[C:10]([O:12][CH3:13])=[O:11])[CH2:6][CH2:5]1.C(=O)([O-])[O-].[K+].[K+].CN(C=O)C. Product: [CH:4]1([C:7]2[CH:8]=[C:9]([CH:14]=[C:15]([O:18][CH2:2][CH3:3])[C:16]=2[I:17])[C:10]([O:12][CH3:13])=[O:11])[CH2:6][CH2:5]1. The catalyst class is: 84. (4) Reactant: C[O:2][C:3]1[CH:4]=[C:5]([CH2:10][C:11]#[N:12])[CH:6]=[CH:7][C:8]=1[CH3:9].B(Br)(Br)Br. Product: [OH:2][C:3]1[CH:4]=[C:5]([CH2:10][C:11]#[N:12])[CH:6]=[CH:7][C:8]=1[CH3:9]. The catalyst class is: 2. (5) Reactant: [CH3:1][O:2][C:3](=[O:22])[C:4]1[C:9](Cl)=[CH:8][C:7]([CH3:11])=[N:6][C:5]=1[O:12][C:13]1[C:18]([CH3:19])=[CH:17][C:16]([Cl:20])=[CH:15][C:14]=1[CH3:21].[CH2:23]([CH:25]([NH2:28])[CH2:26][CH3:27])[CH3:24]. Product: [CH3:1][O:2][C:3](=[O:22])[C:4]1[C:9]([NH:28][CH:25]([CH2:26][CH3:27])[CH2:23][CH3:24])=[CH:8][C:7]([CH3:11])=[N:6][C:5]=1[O:12][C:13]1[C:18]([CH3:19])=[CH:17][C:16]([Cl:20])=[CH:15][C:14]=1[CH3:21]. The catalyst class is: 16.